Dataset: Experimentally validated miRNA-target interactions with 360,000+ pairs, plus equal number of negative samples. Task: Binary Classification. Given a miRNA mature sequence and a target amino acid sequence, predict their likelihood of interaction. (1) The miRNA is hsa-miR-545-3p with sequence UCAGCAAACAUUUAUUGUGUGC. The protein sequence of the target gene is MKTFIALLALLTVVSAEVHQFNIGYRPNMRQRMNAKGKLAEYEKERNELLSKKSLQLASSSSPVIDYEDMAYMVQISLGSPAQNFVLFIDSGSSNLWVPDITCAGGKDATCGSYCKSTPYDACLTFCQEECCTKTVEGVKVLSTTDACQSKHRFNSSLSSSYVTNGQKFDMTYNTGEVKGFFGVDTFCFTNTSVCATGQVFGQATTIGEAFAKQPEDGIIGLGWPALAVNQQTPPLFNLMNQGKLDQPYFVVYLANIGPTSQINGGAFTVGGLDTTHCSSNVDWVPLSTQTFWQFKLGGV.... Result: 0 (no interaction). (2) The miRNA is hsa-miR-3179 with sequence AGAAGGGGUGAAAUUUAAACGU. Result: 0 (no interaction). The protein sequence of the target gene is MAPPVRPGMLPLLLLLLLPPLGSVPGVWSFSELFFMKEPQDATVTRKDPVVLDCQAHGEGPIKVTWLKNGAKLSENKRIQVLSNGSLYISEVEGRRGEQSDEGFYQCLAVNKYGAILSQKAHLTLSTISAFEVHPVSTEVHEGGVARFSCKISSTPPAVITWEFNRTALPTTMDRVTALPSGVLQIYDVGPEDAGNYRCVAATIAHKRKSMEASLTIVAANETRSFYMPTIIASPQNVTASLHQTVVLECMATGYPRPIISWSRLDHKSIDVFNTRVLGNGNLIISDVKLQHAGVYVCRA....